This data is from Catalyst prediction with 721,799 reactions and 888 catalyst types from USPTO. The task is: Predict which catalyst facilitates the given reaction. (1) Reactant: N1C=CC=CC=1.[C:7]1([CH3:17])[CH:12]=[CH:11][C:10]([S:13](Cl)(=[O:15])=[O:14])=[CH:9][CH:8]=1.[O:18]1[CH2:23][CH2:22][CH:21]([OH:24])[CH2:20][CH2:19]1. The catalyst class is: 6. Product: [CH3:17][C:7]1[CH:12]=[CH:11][C:10]([S:13]([O:24][CH:21]2[CH2:22][CH2:23][O:18][CH2:19][CH2:20]2)(=[O:15])=[O:14])=[CH:9][CH:8]=1. (2) Reactant: [F:1][C:2]1[CH:22]=[CH:21][CH:20]=[C:19]([F:23])[C:3]=1[CH2:4][O:5][C:6]1[C:7]2[N:8]([C:12]([C:16](O)=[O:17])=[C:13]([CH3:15])[N:14]=2)[CH:9]=[CH:10][CH:11]=1.ClC(N(C)C)=C(C)C.[NH2:32][C:33]([C:40]1[CH:41]=[N:42][CH:43]=[N:44][CH:45]=1)([CH3:39])[C:34]([O:36][CH2:37][CH3:38])=[O:35].O. Product: [F:1][C:2]1[CH:22]=[CH:21][CH:20]=[C:19]([F:23])[C:3]=1[CH2:4][O:5][C:6]1[C:7]2[N:8]([C:12]([C:16]([NH:32][C:33]([C:40]3[CH:45]=[N:44][CH:43]=[N:42][CH:41]=3)([CH3:39])[C:34]([O:36][CH2:37][CH3:38])=[O:35])=[O:17])=[C:13]([CH3:15])[N:14]=2)[CH:9]=[CH:10][CH:11]=1. The catalyst class is: 236. (3) The catalyst class is: 5. Reactant: C([NH:9][C:10]([NH:12][C:13]1[CH:18]=[C:17]([CH:19]2[CH2:24][CH2:23][O:22][CH2:21][CH2:20]2)[CH:16]=[CH:15][C:14]=1[O:25][CH3:26])=[S:11])(=O)C1C=CC=CC=1.C[O-].[Na+]. Product: [CH3:26][O:25][C:14]1[CH:15]=[CH:16][C:17]([CH:19]2[CH2:20][CH2:21][O:22][CH2:23][CH2:24]2)=[CH:18][C:13]=1[NH:12][C:10]([NH2:9])=[S:11].